Dataset: Catalyst prediction with 721,799 reactions and 888 catalyst types from USPTO. Task: Predict which catalyst facilitates the given reaction. (1) Reactant: C1([NH2+]C2CCCCC2)CCCCC1.[CH2:14]([O:21][C:22]([NH:24][C@@H:25]([C@H:29]([O:31][C:32]([CH3:35])([CH3:34])[CH3:33])[CH3:30])[C:26]([O-])=[O:27])=[O:23])[C:15]1[CH:20]=[CH:19][CH:18]=[CH:17][CH:16]=1.ClC(OCC(C)C)=O.CN1CCOCC1. Product: [C:32]([O:31][C@H:29]([CH3:30])[C@H:25]([NH:24][C:22](=[O:23])[O:21][CH2:14][C:15]1[CH:16]=[CH:17][CH:18]=[CH:19][CH:20]=1)[CH2:26][OH:27])([CH3:35])([CH3:33])[CH3:34]. The catalyst class is: 1. (2) Reactant: Br[C:2]1[N:7]=[C:6]([CH3:8])[NH:5][C:4](=[O:9])[C:3]=1[N+:10]([O-:12])=[O:11].[S:13]1[C:22]2[CH2:21][CH2:20][NH:19][CH2:18][CH2:17][C:16]=2[N:15]=[CH:14]1.C(=O)([O-])[O-].[K+].[K+]. Product: [CH3:8][C:6]1[NH:5][C:4](=[O:9])[C:3]([N+:10]([O-:12])=[O:11])=[C:2]([N:19]2[CH2:20][CH2:21][C:22]3[S:13][CH:14]=[N:15][C:16]=3[CH2:17][CH2:18]2)[N:7]=1. The catalyst class is: 9. (3) Reactant: Br[C:2]1[CH:3]=[C:4]2[C:9](=[CH:10][CH:11]=1)[CH:8]=[C:7]([OH:12])[CH:6]=[CH:5]2.[CH2:13]([Li])CCC.C[O:19][B:20](OC)[O:21]C.[Cl-].[NH4+]. The catalyst class is: 20. Product: [CH3:13][O:12][C:7]1[CH:8]=[C:9]2[C:4](=[CH:5][CH:6]=1)[CH:3]=[C:2]([B:20]([OH:21])[OH:19])[CH:11]=[CH:10]2. (4) Reactant: [N+:1]([C:4]1[CH:5]=[C:6]([C:13]([N:15]2[CH2:20][CH2:19][N:18]([CH2:21][CH2:22][N:23]3[CH2:28][CH2:27][O:26][CH2:25][CH2:24]3)[CH2:17][CH2:16]2)=O)[CH:7]=[CH:8][C:9]=1[N+:10]([O-:12])=[O:11])([O-:3])=[O:2].[BH4-].[Na+].B(F)(F)F.CCOCC. Product: [N+:1]([C:4]1[CH:5]=[C:6]([CH:7]=[CH:8][C:9]=1[N+:10]([O-:12])=[O:11])[CH2:13][N:15]1[CH2:16][CH2:17][N:18]([CH2:21][CH2:22][N:23]2[CH2:24][CH2:25][O:26][CH2:27][CH2:28]2)[CH2:19][CH2:20]1)([O-:3])=[O:2]. The catalyst class is: 1. (5) Reactant: [S:1]1[C:5]([CH2:6][C:7]2[C:8]([O:26][CH3:27])=[N:9][C:10]3[C:15]([C:16]=2[Cl:17])=[CH:14][C:13]([C:18]([C:20]2[N:24]([CH3:25])[CH:23]=[N:22][CH:21]=2)=[O:19])=[CH:12][CH:11]=3)=[CH:4][C:3]2[CH:28]=[CH:29][CH:30]=[CH:31][C:2]1=2.[N:32]1[CH:37]=[CH:36][CH:35]=[CH:34][C:33]=1[Mg]Br. Product: [S:1]1[C:5]([CH2:6][C:7]2[C:8]([O:26][CH3:27])=[N:9][C:10]3[C:15]([C:16]=2[Cl:17])=[CH:14][C:13]([C:18]([C:20]2[N:24]([CH3:25])[CH:23]=[N:22][CH:21]=2)([C:33]2[CH:34]=[CH:35][CH:36]=[CH:37][N:32]=2)[OH:19])=[CH:12][CH:11]=3)=[CH:4][C:3]2[CH:28]=[CH:29][CH:30]=[CH:31][C:2]1=2. The catalyst class is: 1. (6) Reactant: [CH2:1]([O:3][C:4]1[CH:11]=[C:10]([C:12]2[CH:17]=[C:16]([N:18]3[CH2:22][CH2:21][CH2:20][C@H:19]3[CH2:23][CH3:24])[N:15]=[C:14]([NH:25][CH3:26])[N:13]=2)[CH:9]=[C:8](F)[C:5]=1[C:6]#[N:7])[CH3:2].CCN(C(C)C)C(C)C.[NH2:37][NH2:38]. Product: [CH2:1]([O:3][C:4]1[CH:11]=[C:10]([C:12]2[CH:17]=[C:16]([N:18]3[CH2:22][CH2:21][CH2:20][C@H:19]3[CH2:23][CH3:24])[N:15]=[C:14]([NH:25][CH3:26])[N:13]=2)[CH:9]=[C:8]2[C:5]=1[C:6]([NH2:7])=[N:37][NH:38]2)[CH3:2]. The catalyst class is: 14.